This data is from Catalyst prediction with 721,799 reactions and 888 catalyst types from USPTO. The task is: Predict which catalyst facilitates the given reaction. (1) Reactant: C(O[CH:10]1[O:42][C@H:41]([CH2:43][O:44][C:45](=[O:52])[C:46]2[CH:51]=[CH:50][CH:49]=[CH:48][CH:47]=2)[C@@H:31]([O:32][C:33](=[O:40])[C:34]2[CH:39]=[CH:38][CH:37]=[CH:36][CH:35]=2)[C@H:21]([O:22][C:23](=[O:30])[C:24]2[CH:29]=[CH:28][CH:27]=[CH:26][CH:25]=2)[C@H:11]1[O:12][C:13](=[O:20])[C:14]1[CH:19]=[CH:18][CH:17]=[CH:16][CH:15]=1)(=O)C1C=CC=CC=1.[BrH:53]. Product: [C:13]([O:12][C@@H:11]1[C@@H:21]([O:22][C:23](=[O:30])[C:24]2[CH:29]=[CH:28][CH:27]=[CH:26][CH:25]=2)[C@H:31]([O:32][C:33](=[O:40])[C:34]2[CH:39]=[CH:38][CH:37]=[CH:36][CH:35]=2)[C@@H:41]([CH2:43][O:44][C:45](=[O:52])[C:46]2[CH:51]=[CH:50][CH:49]=[CH:48][CH:47]=2)[O:42][C@@H:10]1[Br:53])(=[O:20])[C:14]1[CH:15]=[CH:16][CH:17]=[CH:18][CH:19]=1. The catalyst class is: 585. (2) Reactant: [C:1]([O:4][CH2:5][C@@H:6]1[CH2:10][CH2:9][CH2:8][N:7]1[C:11]([C:13]1[C:27]([NH:28][C:29]([O:31][C:32]([CH3:35])([CH3:34])[CH3:33])=[O:30])=[CH:26][C:16]([O:17][CH2:18][CH2:19][CH2:20][CH2:21][CH2:22][C:23](O)=[O:24])=[C:15]([O:36][CH3:37])[CH:14]=1)=[O:12])(=[O:3])[CH3:2].[CH3:38][N:39]1[CH2:44][CH2:43][N:42]([C:45]([O:47][C:48]2[C:49]3[CH:62]=[CH:61][CH:60]=[CH:59][C:50]=3[C:51]3[C@H:52]([CH2:57][Cl:58])[CH2:53][NH:54][C:55]=3[CH:56]=2)=[O:46])[CH2:41][CH2:40]1.Cl.O1CCOCC1.CCN=C=NCCCN(C)C.Cl.CC1C=CC(S(O)(=O)=O)=CC=1. Product: [CH3:38][N:39]1[CH2:40][CH2:41][N:42]([C:45]([O:47][C:48]2[C:49]3[CH:62]=[CH:61][CH:60]=[CH:59][C:50]=3[C:51]3[C@H:52]([CH2:57][Cl:58])[CH2:53][N:54]([C:23](=[O:24])[CH2:22][CH2:21][CH2:20][CH2:19][CH2:18][O:17][C:16]4[CH:26]=[C:27]([NH:28][C:29]([O:31][C:32]([CH3:35])([CH3:34])[CH3:33])=[O:30])[C:13]([C:11]([N:7]5[CH2:8][CH2:9][CH2:10][C@H:6]5[CH2:5][O:4][C:1](=[O:3])[CH3:2])=[O:12])=[CH:14][C:15]=4[O:36][CH3:37])[C:55]=3[CH:56]=2)=[O:46])[CH2:43][CH2:44]1. The catalyst class is: 44. (3) Reactant: [CH2:1]([O:3][C:4](=[O:32])[CH:5]([C:10]1[CH:11]=[C:12]([C:22]2[CH:27]=[CH:26][C:25]([C:28]([F:31])([F:30])[F:29])=[CH:24][CH:23]=2)[CH:13]=[C:14]([CH:16]2[CH2:21][CH2:20][CH2:19][NH:18][CH2:17]2)[CH:15]=1)[CH2:6][CH:7]([CH3:9])[CH3:8])[CH3:2].I[CH2:34][CH2:35][CH:36](Br)[CH2:37][CH3:38].C(=O)([O-])[O-].[Cs+].[Cs+]. Product: [CH2:1]([O:3][C:4](=[O:32])[CH:5]([C:10]1[CH:11]=[C:12]([C:22]2[CH:23]=[CH:24][C:25]([C:28]([F:29])([F:30])[F:31])=[CH:26][CH:27]=2)[CH:13]=[C:14]([CH:16]2[CH2:21][CH2:20][CH2:19][N:18]([CH:36]([CH2:37][CH3:38])[CH2:35][CH3:34])[CH2:17]2)[CH:15]=1)[CH2:6][CH:7]([CH3:9])[CH3:8])[CH3:2]. The catalyst class is: 23. (4) Reactant: [O:1]1[CH2:5][CH2:4][O:3][CH:2]1[C:6]1[CH:11]=[CH:10][C:9]([C:12]#[C:13][Si](C)(C)C)=[CH:8][CH:7]=1.C(=O)([O-])[O-].[K+].[K+]. Product: [C:12]([C:9]1[CH:8]=[CH:7][C:6]([CH:2]2[O:1][CH2:5][CH2:4][O:3]2)=[CH:11][CH:10]=1)#[CH:13]. The catalyst class is: 5. (5) Reactant: [C:1]([NH2:5])([CH3:4])([CH3:3])[CH3:2].[CH2:6]([O:8][C:9]([CH2:11][S:12](Cl)(=[O:14])=[O:13])=[O:10])[CH3:7]. Product: [CH2:6]([O:8][C:9](=[O:10])[CH2:11][S:12](=[O:14])(=[O:13])[NH:5][C:1]([CH3:4])([CH3:3])[CH3:2])[CH3:7]. The catalyst class is: 1.